Task: Predict the reactants needed to synthesize the given product.. Dataset: Retrosynthesis with 50K atom-mapped reactions and 10 reaction types from USPTO Given the product CNC(=O)c1c(C(N)=O)nn2c1CCOc1ccc(C#C[C@]3(O)CCN(C)C3=O)cc1-2, predict the reactants needed to synthesize it. The reactants are: C#C[C@]1(O)CCN(C)C1=O.CNC(=O)c1c(C(N)=O)nn2c1CCOc1ccc(Br)cc1-2.